Dataset: Full USPTO retrosynthesis dataset with 1.9M reactions from patents (1976-2016). Task: Predict the reactants needed to synthesize the given product. (1) Given the product [S:4]1(=[O:6])(=[O:5])[CH2:2][CH2:3][NH:10][CH2:9][CH2:8][NH:7]1, predict the reactants needed to synthesize it. The reactants are: [Cl-].[CH:2]([S:4]([NH:7][CH2:8][CH2:9][NH3+:10])(=[O:6])=[O:5])=[CH2:3].C(N(CC)CC)C. (2) Given the product [O:9]1[C:5]2[CH:4]=[CH:3][C:2]([B:16]([OH:21])[OH:17])=[CH:10][C:6]=2[CH:7]=[CH:8]1, predict the reactants needed to synthesize it. The reactants are: Br[C:2]1[CH:3]=[CH:4][C:5]2[O:9][CH:8]=[CH:7][C:6]=2[CH:10]=1.[Li]CCCC.[B:16](OC(C)C)([O:21]C(C)C)[O:17]C(C)C. (3) Given the product [CH3:13][O:12][C:3]1[C:2]([CH:21]=[O:22])=[C:7]([C:8]([F:11])([F:10])[F:9])[N:6]=[CH:5][N:4]=1, predict the reactants needed to synthesize it. The reactants are: Br[C:2]1[C:3]([O:12][CH3:13])=[N:4][CH:5]=[N:6][C:7]=1[C:8]([F:11])([F:10])[F:9].C([Li])CCC.CN(C)[CH:21]=[O:22].